This data is from Peptide-MHC class II binding affinity with 134,281 pairs from IEDB. The task is: Regression. Given a peptide amino acid sequence and an MHC pseudo amino acid sequence, predict their binding affinity value. This is MHC class II binding data. (1) The peptide sequence is MLNWPVEANTVVEGSD. The MHC is DRB1_0401 with pseudo-sequence DRB1_0401. The binding affinity (normalized) is 0. (2) The peptide sequence is FTVQKGSDPKKLVLN. The MHC is DRB1_1302 with pseudo-sequence DRB1_1302. The binding affinity (normalized) is 0.531.